This data is from Reaction yield outcomes from USPTO patents with 853,638 reactions. The task is: Predict the reaction yield, written as a fraction of the theoretical maximum amount of product (1.0 means a 100% yield; for example, 0.34 means a 34% yield). (1) The reactants are C([O-])([O-])=O.[Cs+].[Cs+].BrC1C=CC(S([O:17][C@@H:18]2[CH2:22][N:21](C(OC(C)(C)C)=O)[C@H:20]([C:30]([O:32][CH3:33])=[O:31])[CH2:19]2)(=O)=O)=CC=1.[Br:34][C:35]1[C:44](O)=[CH:43][C:42]2[C:37](=[CH:38][CH:39]=[C:40](OC)[CH:41]=2)[N:36]=1.C(O)(C(F)(F)F)=O.C(Cl)[Cl:56]. The catalyst is CN1C(=O)CCC1.CCOC(C)=O.C([O-])(O)=O.[Na+]. The product is [Br:34][C:35]1[C:44]([O:17][C@H:18]2[CH2:22][NH:21][C@H:20]([C:30]([O:32][CH3:33])=[O:31])[CH2:19]2)=[CH:43][C:42]2[C:37](=[CH:38][CH:39]=[C:40]([Cl:56])[CH:41]=2)[N:36]=1. The yield is 0.810. (2) The reactants are C[O:2][C:3]1[CH:4]=[C:5]2[C:10](=[CH:11][CH:12]=1)[CH2:9][CH:8]([NH:13][C:14](=[O:16])[CH3:15])[CH2:7][CH2:6]2.B(Br)(Br)Br.C(Cl)Cl. The catalyst is C(Cl)Cl. The product is [OH:2][C:3]1[CH:4]=[C:5]2[C:10](=[CH:11][CH:12]=1)[CH2:9][CH:8]([NH:13][C:14](=[O:16])[CH3:15])[CH2:7][CH2:6]2. The yield is 0.760. (3) The reactants are Br[C:2]1[CH:7]=[CH:6][C:5]([F:8])=[C:4]([O:9][CH3:10])[CH:3]=1.[Li]CCCC.[B:16](OC)([O:19]C)[O:17]C. The catalyst is C1COCC1. The product is [CH3:10][O:9][C:4]1[CH:3]=[C:2]([B:16]([OH:19])[OH:17])[CH:7]=[CH:6][C:5]=1[F:8]. The yield is 0.350. (4) The reactants are [Cl:1][C:2]1[CH:18]=[CH:17][C:5]2[CH2:6][CH2:7][N:8]([C:11](=[O:16])[C:12]([F:15])([F:14])[F:13])[CH2:9][CH2:10][C:4]=2[C:3]=1OS(C(F)(F)F)(=O)=O.[C:27]1([CH:33]2[CH2:36][NH:35][CH2:34]2)[CH:32]=[CH:31][CH:30]=[CH:29][CH:28]=1.C1C=CC(P(C2C(C3C(P(C4C=CC=CC=4)C4C=CC=CC=4)=CC=C4C=3C=CC=C4)=C3C(C=CC=C3)=CC=2)C2C=CC=CC=2)=CC=1.C(=O)([O-])[O-].[Cs+].[Cs+]. The catalyst is C([O-])(=O)C.[Pd+2].C([O-])(=O)C.C1C=CC(/C=C/C(/C=C/C2C=CC=CC=2)=O)=CC=1.C1C=CC(/C=C/C(/C=C/C2C=CC=CC=2)=O)=CC=1.C1C=CC(/C=C/C(/C=C/C2C=CC=CC=2)=O)=CC=1.[Pd].[Pd].C1(C)C=CC=CC=1. The product is [Cl:1][C:2]1[CH:18]=[CH:17][C:5]2[CH2:6][CH2:7][N:8]([C:11](=[O:16])[C:12]([F:15])([F:14])[F:13])[CH2:9][CH2:10][C:4]=2[C:3]=1[N:35]1[CH2:36][CH:33]([C:27]2[CH:32]=[CH:31][CH:30]=[CH:29][CH:28]=2)[CH2:34]1. The yield is 0.350. (5) The reactants are [CH3:1][C:2]1[C:6]2[C:7](=[O:19])[N:8]([CH2:12][CH2:13][N:14]3[CH2:18][CH2:17][CH2:16][CH2:15]3)[CH2:9][CH2:10][CH2:11][C:5]=2[NH:4][C:3]=1[CH:20]=O.[F:22][C:23]1[C:28]([F:29])=[CH:27][CH:26]=[CH:25][C:24]=1[C:30]1[CH:38]=[CH:37][CH:36]=[C:35]2[C:31]=1[CH2:32][C:33](=[O:39])[NH:34]2.N1CCCCC1. The catalyst is CO. The product is [F:22][C:23]1[C:28]([F:29])=[CH:27][CH:26]=[CH:25][C:24]=1[C:30]1[CH:38]=[CH:37][CH:36]=[C:35]2[C:31]=1[C:32](=[CH:20][C:3]1[NH:4][C:5]3[CH2:11][CH2:10][CH2:9][N:8]([CH2:12][CH2:13][N:14]4[CH2:15][CH2:16][CH2:17][CH2:18]4)[C:7](=[O:19])[C:6]=3[C:2]=1[CH3:1])[C:33](=[O:39])[NH:34]2. The yield is 0.570. (6) The reactants are [F:1][C:2]1[CH:7]=[C:6](F)[CH:5]=[C:4]([F:9])[C:3]=1[C:10](=[O:12])[CH3:11].CN(C)P(N(C)C)(N(C)C)=O.[C@H:24]12[CH2:30][C@H:27]([NH:28][CH2:29]1)[CH2:26][N:25]2[C:31]([O:33][C:34]([CH3:37])([CH3:36])[CH3:35])=[O:32].C(=O)([O-])[O-].[K+].[K+]. The catalyst is C(OCC)C. The product is [C:10]([C:3]1[C:2]([F:1])=[CH:7][C:6]([N:28]2[CH2:29][C@@H:24]3[CH2:30][C@H:27]2[CH2:26][N:25]3[C:31]([O:33][C:34]([CH3:37])([CH3:36])[CH3:35])=[O:32])=[CH:5][C:4]=1[F:9])(=[O:12])[CH3:11]. The yield is 0.620.